Dataset: TCR-epitope binding with 47,182 pairs between 192 epitopes and 23,139 TCRs. Task: Binary Classification. Given a T-cell receptor sequence (or CDR3 region) and an epitope sequence, predict whether binding occurs between them. (1) The epitope is SLVKPSFYV. The TCR CDR3 sequence is CASSPGQFSHEQYF. Result: 0 (the TCR does not bind to the epitope). (2) The epitope is QECVRGTTVL. The TCR CDR3 sequence is CASSEGTAYEQYF. Result: 1 (the TCR binds to the epitope). (3) The epitope is RPHERNGFTVL. The TCR CDR3 sequence is CSGRWGTEAFF. Result: 0 (the TCR does not bind to the epitope). (4) The epitope is MPASWVMRI. Result: 0 (the TCR does not bind to the epitope). The TCR CDR3 sequence is CASSGPVLDGTTPQETQYF. (5) The epitope is YFPLQSYGF. The TCR CDR3 sequence is CASSQENEQFF. Result: 1 (the TCR binds to the epitope). (6) The epitope is AVFDRKSDAK. The TCR CDR3 sequence is CASSLTGDGPDTQYF. Result: 1 (the TCR binds to the epitope).